Dataset: Full USPTO retrosynthesis dataset with 1.9M reactions from patents (1976-2016). Task: Predict the reactants needed to synthesize the given product. (1) The reactants are: Br[CH2:2][C:3]([C:5]1[CH:6]=[N:7][CH:8]=[CH:9][CH:10]=1)=[O:4].[C:11]1(=[O:21])[NH:15][C:14](=[O:16])[C:13]2=[CH:17][CH:18]=[CH:19][CH:20]=[C:12]12.[K].Cl.CC#N. Given the product [O:4]=[C:3]([C:5]1[CH:6]=[N:7][CH:8]=[CH:9][CH:10]=1)[CH2:2][N:15]1[C:11](=[O:21])[C:12]2[C:13](=[CH:17][CH:18]=[CH:19][CH:20]=2)[C:14]1=[O:16], predict the reactants needed to synthesize it. (2) Given the product [C:1]1([C:7]2[C:11]([C:12]3[CH:13]=[CH:14][CH:15]=[CH:16][CH:17]=3)=[C:10]([S:18][CH2:20][C:21]#[N:22])[NH:9][N:8]=2)[CH:2]=[CH:3][CH:4]=[CH:5][CH:6]=1, predict the reactants needed to synthesize it. The reactants are: [C:1]1([C:7]2[CH:11]([C:12]3[CH:17]=[CH:16][CH:15]=[CH:14][CH:13]=3)[C:10](=[S:18])[NH:9][N:8]=2)[CH:6]=[CH:5][CH:4]=[CH:3][CH:2]=1.Br[CH2:20][C:21]#[N:22].C([O-])([O-])=O.[K+].[K+].